This data is from Catalyst prediction with 721,799 reactions and 888 catalyst types from USPTO. The task is: Predict which catalyst facilitates the given reaction. (1) Reactant: [OH:1][CH2:2][C@H:3]1[N:8]([C:9]([O:11][C:12]([CH3:15])([CH3:14])[CH3:13])=[O:10])[CH2:7][C@@H:6]([CH2:16][CH2:17][C:18]2[CH:23]=[CH:22][CH:21]=[CH:20][C:19]=2[NH:24][C:25](=[O:45])[C@H:26]([CH:32]([C:39]2[CH:44]=[CH:43][CH:42]=[CH:41][CH:40]=2)[C:33]2[CH:38]=[CH:37][CH:36]=[CH:35][CH:34]=2)[NH:27][C:28]([O:30][CH3:31])=[O:29])[O:5][CH2:4]1.C1C=C[NH+]=CC=1.C1C=C[NH+]=CC=1.[O-:58][Cr](O[Cr]([O-])(=O)=O)(=O)=O. Product: [C:12]([O:11][C:9]([N:8]1[CH2:7][C@@H:6]([CH2:16][CH2:17][C:18]2[CH:23]=[CH:22][CH:21]=[CH:20][C:19]=2[NH:24][C:25](=[O:45])[C@H:26]([CH:32]([C:39]2[CH:44]=[CH:43][CH:42]=[CH:41][CH:40]=2)[C:33]2[CH:38]=[CH:37][CH:36]=[CH:35][CH:34]=2)[NH:27][C:28]([O:30][CH3:31])=[O:29])[O:5][CH2:4][C@H:3]1[C:2]([OH:58])=[O:1])=[O:10])([CH3:14])([CH3:15])[CH3:13]. The catalyst class is: 3. (2) Reactant: [Br:1][C:2]1[CH:3]=[CH:4][C:5]([Cl:10])=[C:6]([CH2:8][NH2:9])[CH:7]=1.[C:11](OC(=O)C)(=[O:13])[CH3:12]. The catalyst class is: 11. Product: [Br:1][C:2]1[CH:3]=[CH:4][C:5]([Cl:10])=[C:6]([CH2:8][NH:9][C:11](=[O:13])[CH3:12])[CH:7]=1. (3) Reactant: [CH3:1][N:2]1[CH:6]=[CH:5][N:4]=[N:3]1.[Li]CCCC.[C:12]([O:16][C:17]([N:19]1[CH2:22][CH:21]([C:23]([C:25]2[CH:26]=[C:27]3[C:32](=[CH:33][CH:34]=2)[N:31]=[C:30]([O:35][CH3:36])[C:29]([CH2:37][C:38]2[CH:43]=[CH:42][C:41]([C:44]([F:47])([F:46])[F:45])=[CH:40][CH:39]=2)=[C:28]3[Cl:48])=[O:24])[CH2:20]1)=[O:18])([CH3:15])([CH3:14])[CH3:13]. Product: [C:12]([O:16][C:17]([N:19]1[CH2:20][CH:21]([C:23]([C:25]2[CH:26]=[C:27]3[C:32](=[CH:33][CH:34]=2)[N:31]=[C:30]([O:35][CH3:36])[C:29]([CH2:37][C:38]2[CH:39]=[CH:40][C:41]([C:44]([F:47])([F:46])[F:45])=[CH:42][CH:43]=2)=[C:28]3[Cl:48])([OH:24])[C:6]2[N:2]([CH3:1])[N:3]=[N:4][CH:5]=2)[CH2:22]1)=[O:18])([CH3:15])([CH3:13])[CH3:14]. The catalyst class is: 1. (4) Reactant: [S:1]1[C:5]2[CH:6]=[CH:7][C:8]([OH:10])=[CH:9][C:4]=2[CH:3]=[CH:2]1.[C:11](Cl)(=[O:13])[CH3:12]. Product: [C:11]([O:10][C:8]1[CH:7]=[CH:6][C:5]2[S:1][CH:2]=[CH:3][C:4]=2[CH:9]=1)(=[O:13])[CH3:12]. The catalyst class is: 17. (5) Product: [Cl:1][C:2]1[CH:3]=[CH:4][C:5]([OH:11])=[C:6]([CH:10]=1)[C:7]([NH:12][C:13]1[S:14][CH:15]=[C:16]([C:18]2[CH:19]=[C:20]([C:28]([F:29])([F:30])[F:31])[CH:21]=[C:22]([C:24]([F:27])([F:25])[F:26])[CH:23]=2)[N:17]=1)=[O:9]. Reactant: [Cl:1][C:2]1[CH:10]=[C:6]([C:7]([OH:9])=O)[C:5]([OH:11])=[CH:4][CH:3]=1.[NH2:12][C:13]1[S:14][CH:15]=[C:16]([C:18]2[CH:23]=[C:22]([C:24]([F:27])([F:26])[F:25])[CH:21]=[C:20]([C:28]([F:31])([F:30])[F:29])[CH:19]=2)[N:17]=1.P(Cl)(Cl)Cl.ClC1C=CC=CC=1. The catalyst class is: 6.